This data is from Full USPTO retrosynthesis dataset with 1.9M reactions from patents (1976-2016). The task is: Predict the reactants needed to synthesize the given product. (1) Given the product [Br:1][C:2]1[C:7]2[N:8]=[CH:9][S:10][C:6]=2[CH:5]=[C:4]([F:12])[CH:3]=1, predict the reactants needed to synthesize it. The reactants are: [Br:1][C:2]1[C:7]2[N:8]=[C:9](N)[S:10][C:6]=2[CH:5]=[C:4]([F:12])[CH:3]=1.N(OCCC(C)C)=O. (2) Given the product [Cl:13][C:14]1[CH:19]=[C:18]([O:11][CH2:10][CH2:9][CH2:8][NH:7][C:6](=[O:12])[O:5][C:1]([CH3:4])([CH3:2])[CH3:3])[CH:17]=[CH:16][N:15]=1, predict the reactants needed to synthesize it. The reactants are: [C:1]([O:5][C:6](=[O:12])[NH:7][CH2:8][CH2:9][CH2:10][OH:11])([CH3:4])([CH3:3])[CH3:2].[Cl:13][C:14]1[CH:19]=[C:18](F)[CH:17]=[CH:16][N:15]=1.[OH-].[Na+]. (3) Given the product [CH3:1][O:2][C:3]1[CH:8]=[CH:7][C:6]([CH:9]([NH:18][C:19]2[N:27]=[C:26]([NH:42][NH2:43])[N:25]=[C:24]3[C:20]=2[N:21]=[CH:22][N:23]3[C@@H:29]2[CH2:33][C@H:32]([NH:34][C:35](=[O:38])[CH2:36][CH3:37])[C@@H:31]([OH:39])[C@H:30]2[OH:40])[C:10]2[CH:15]=[CH:14][C:13]([O:16][CH3:17])=[CH:12][CH:11]=2)=[CH:5][CH:4]=1, predict the reactants needed to synthesize it. The reactants are: [CH3:1][O:2][C:3]1[CH:8]=[CH:7][C:6]([CH:9]([NH:18][C:19]2[N:27]=[C:26](Cl)[N:25]=[C:24]3[C:20]=2[N:21]=[CH:22][N:23]3[C@@H:29]2[CH2:33][C@H:32]([NH:34][C:35](=[O:38])[CH2:36][CH3:37])[C@@H:31]([OH:39])[C@H:30]2[OH:40])[C:10]2[CH:15]=[CH:14][C:13]([O:16][CH3:17])=[CH:12][CH:11]=2)=[CH:5][CH:4]=1.O.[NH2:42][NH2:43].C(O)(C)C.